This data is from Forward reaction prediction with 1.9M reactions from USPTO patents (1976-2016). The task is: Predict the product of the given reaction. Given the reactants [C:1]([NH:8][O:9][CH2:10][C:11]([OH:13])=[O:12])([O:3][C:4]([CH3:7])([CH3:6])[CH3:5])=[O:2].C([O-])([O-])=O.[K+].[K+].Br[CH:21]([CH2:24][CH3:25])[CH2:22][CH3:23], predict the reaction product. The product is: [C:4]([O:3][C:1]([NH:8][O:9][CH2:10][C:11]([O:13][CH:21]([CH2:24][CH3:25])[CH2:22][CH3:23])=[O:12])=[O:2])([CH3:7])([CH3:6])[CH3:5].